From a dataset of Reaction yield outcomes from USPTO patents with 853,638 reactions. Predict the reaction yield, written as a fraction of the theoretical maximum amount of product (1.0 means a 100% yield; for example, 0.34 means a 34% yield). The reactants are [Cl-].O[NH3+:3].[C:4](=[O:7])([O-])[OH:5].[Na+].CS(C)=O.[CH:13]1([C:16]2[N:17]=[C:18]([CH3:48])[N:19]([C:38]3[CH:39]=[CH:40][C:41]4[O:45][CH:44]([CH3:46])[CH2:43][C:42]=4[CH:47]=3)[C:20](=[O:37])[C:21]=2[CH2:22][C:23]2[CH:28]=[CH:27][C:26]([C:29]3[C:30]([C:35]#[N:36])=[CH:31][CH:32]=[CH:33][CH:34]=3)=[CH:25][CH:24]=2)[CH2:15][CH2:14]1. The catalyst is C(OCC)(=O)C. The product is [CH:13]1([C:16]2[N:17]=[C:18]([CH3:48])[N:19]([C:38]3[CH:39]=[CH:40][C:41]4[O:45][CH:44]([CH3:46])[CH2:43][C:42]=4[CH:47]=3)[C:20](=[O:37])[C:21]=2[CH2:22][C:23]2[CH:24]=[CH:25][C:26]([C:29]3[CH:34]=[CH:33][CH:32]=[CH:31][C:30]=3[C:35]3[NH:3][C:4](=[O:7])[O:5][N:36]=3)=[CH:27][CH:28]=2)[CH2:15][CH2:14]1. The yield is 0.350.